From a dataset of Catalyst prediction with 721,799 reactions and 888 catalyst types from USPTO. Predict which catalyst facilitates the given reaction. (1) Reactant: [N:1]([CH:4]1[CH2:13][CH2:12][C:11]2[CH:10]=[C:9]([C:14]#[N:15])[CH:8]=[CH:7][C:6]=2[C:5]1=[O:16])=[N+:2]=[N-:3].O.[BH4-].[Na+]. Product: [N:1]([CH:4]1[CH2:13][CH2:12][C:11]2[CH:10]=[C:9]([C:14]#[N:15])[CH:8]=[CH:7][C:6]=2[CH:5]1[OH:16])=[N+:2]=[N-:3]. The catalyst class is: 1. (2) Reactant: [CH3:1][N:2]([CH2:14][CH2:15][C:16]1[CH:21]=[CH:20][CH:19]=[CH:18][CH:17]=1)[CH:3]1[CH2:12][CH2:11][C:10]2[N:9]=[CH:8][C:7]([NH2:13])=[CH:6][C:5]=2[CH2:4]1.CC1(C)[O:28][C:27](=O)[CH:26]=[C:25]([CH3:30])[O:24]1. Product: [CH3:1][N:2]([CH2:14][CH2:15][C:16]1[CH:17]=[CH:18][CH:19]=[CH:20][CH:21]=1)[CH:3]1[CH2:12][CH2:11][C:10]2[N:9]=[CH:8][C:7]([NH:13][C:27](=[O:28])[CH2:26][C:25](=[O:24])[CH3:30])=[CH:6][C:5]=2[CH2:4]1. The catalyst class is: 11. (3) Reactant: [CH3:1][O:2][C:3]1[CH:4]=[C:5]2[C:9](=[CH:10][C:11]=1[O:12][CH3:13])[N:8]([CH3:14])[CH:7]=[C:6]2[C:15]#[C:16][Si](C)(C)C.[F-].[K+]. Product: [C:15]([C:6]1[C:5]2[C:9](=[CH:10][C:11]([O:12][CH3:13])=[C:3]([O:2][CH3:1])[CH:4]=2)[N:8]([CH3:14])[CH:7]=1)#[CH:16]. The catalyst class is: 5. (4) Reactant: [CH3:1][C:2]1([CH3:18])[O:7][C:6]2[CH:8]=[CH:9][C:10]([C@H:12]3[O:16][C:15](=[O:17])[NH:14][CH2:13]3)=[CH:11][C:5]=2[CH2:4][O:3]1.[H-].[Na+].Br[CH2:22][CH2:23][CH2:24][CH2:25][CH2:26][CH2:27][O:28][CH2:29][CH2:30][O:31][Si:32]([C:35]([CH3:38])([CH3:37])[CH3:36])([CH3:34])[CH3:33].P([O-])([O-])([O-])=O. Product: [Si:32]([O:31][CH2:30][CH2:29][O:28][CH2:27][CH2:26][CH2:25][CH2:24][CH2:23][CH2:22][N:14]1[CH2:13][C@@H:12]([C:10]2[CH:9]=[CH:8][C:6]3[O:7][C:2]([CH3:18])([CH3:1])[O:3][CH2:4][C:5]=3[CH:11]=2)[O:16][C:15]1=[O:17])([C:35]([CH3:38])([CH3:37])[CH3:36])([CH3:34])[CH3:33]. The catalyst class is: 3. (5) Reactant: [CH3:1][O:2][C:3]1[CH:8]=[CH:7][C:6]([S:9](Cl)(=[O:11])=[O:10])=[CH:5][CH:4]=1.[NH:13]1[CH2:18][CH2:17][NH:16][CH2:15][CH2:14]1.[K+].[Br-]. Product: [CH3:1][O:2][C:3]1[CH:8]=[CH:7][C:6]([S:9]([N:13]2[CH2:18][CH2:17][NH:16][CH2:15][CH2:14]2)(=[O:11])=[O:10])=[CH:5][CH:4]=1. The catalyst class is: 202.